Dataset: Full USPTO retrosynthesis dataset with 1.9M reactions from patents (1976-2016). Task: Predict the reactants needed to synthesize the given product. (1) Given the product [CH:1]([C:4]1[CH:9]=[CH:8][CH:7]=[CH:6][C:5]=1[N:10]=[C:11]=[O:12])([CH3:3])[CH3:2], predict the reactants needed to synthesize it. The reactants are: [CH:1]([C:4]1[CH:9]=[CH:8][CH:7]=[CH:6][C:5]=1[NH:10][C:11](NC1C=C2C(=CC=1)N(CCC)NC2=O)=[O:12])([CH3:3])[CH3:2].C(N1C2C(=CC([N+]([O-])=O)=CC=2)C(=O)N1)C=C. (2) Given the product [C@:8]12([C:6]3[O:5][N:4]=[C:3]([CH3:2])[N:7]=3)[CH2:13][C@H:12]1[CH2:11][NH:10][CH2:9]2, predict the reactants needed to synthesize it. The reactants are: Cl.[CH3:2][C:3]1[N:7]=[C:6]([C@:8]23[CH2:13][C@H:12]2[CH2:11][N:10](C(OC(C)(C)C)=O)[CH2:9]3)[O:5][N:4]=1. (3) The reactants are: [CH3:1][C:2]1([CH3:10])[CH2:6][NH:5][C@H:4]([C:7]([OH:9])=[O:8])[CH2:3]1.[OH-].[Na+].[C:13]([O:17][C:18](O[C:18]([O:17][C:13]([CH3:16])([CH3:15])[CH3:14])=[O:19])=[O:19])([CH3:16])([CH3:15])[CH3:14]. Given the product [C:13]([O:17][C:18]([N:5]1[CH2:6][C:2]([CH3:10])([CH3:1])[CH2:3][CH:4]1[C:7]([OH:9])=[O:8])=[O:19])([CH3:16])([CH3:15])[CH3:14], predict the reactants needed to synthesize it. (4) Given the product [Cl:1][C:2]1[N:10]=[CH:9][N:8]=[C:7]2[C:3]=1[N:4]=[C:5]([CH2:16][Br:19])[N:6]2[CH2:11][C:12]([CH3:15])([CH3:14])[CH3:13], predict the reactants needed to synthesize it. The reactants are: [Cl:1][C:2]1[N:10]=[CH:9][N:8]=[C:7]2[C:3]=1[N:4]=[C:5]([CH2:16]O)[N:6]2[CH2:11][C:12]([CH3:15])([CH3:14])[CH3:13].P(Br)(Br)[Br:19].